This data is from Reaction yield outcomes from USPTO patents with 853,638 reactions. The task is: Predict the reaction yield, written as a fraction of the theoretical maximum amount of product (1.0 means a 100% yield; for example, 0.34 means a 34% yield). The reactants are Cl[C:2]1[C:11]([NH:12][C:13](=O)[C:14]2[CH:19]=[CH:18][CH:17]=[CH:16][C:15]=2[N+:20]([O-:22])=[O:21])=[CH:10][C:5]([C:6]([O:8][CH3:9])=[O:7])=[CH:4][N:3]=1.P12(SP3(SP(SP(S3)(S1)=S)(=S)S2)=S)=[S:25].N1C=CC=CC=1. The catalyst is CC1C=CC(C)=CC=1. The product is [N+:20]([C:15]1[CH:16]=[CH:17][CH:18]=[CH:19][C:14]=1[C:13]1[S:25][C:2]2[C:11]([N:12]=1)=[CH:10][C:5]([C:6]([O:8][CH3:9])=[O:7])=[CH:4][N:3]=2)([O-:22])=[O:21]. The yield is 0.570.